Dataset: Reaction yield outcomes from USPTO patents with 853,638 reactions. Task: Predict the reaction yield, written as a fraction of the theoretical maximum amount of product (1.0 means a 100% yield; for example, 0.34 means a 34% yield). (1) The reactants are [Cl:1][C:2]1[CH:3]=[C:4]([CH:26]=[CH:27][C:28]=1[O:29][CH2:30][C:31]1C=[CH:35][CH:34]=[C:33](F)[CH:32]=1)[NH:5][C:6]1[C:15]2[C:10](=[CH:11][CH:12]=[CH:13][C:14]=2[O:16][CH2:17][C:18]2[CH:23]=[CH:22][C:21]([O:24][CH3:25])=[CH:20][CH:19]=2)[N:9]=[CH:8][N:7]=1.ClC1C=C(C=CC=1OCC1C=CC=CN=1)[NH:42]C1C2C(=CC=CC=2F)N=CN=1.COC1C=CC(CO)=CC=1. No catalyst specified. The product is [Cl:1][C:2]1[CH:3]=[C:4]([CH:26]=[CH:27][C:28]=1[O:29][CH2:30][C:31]1[CH:32]=[CH:33][CH:34]=[CH:35][N:42]=1)[NH:5][C:6]1[C:15]2[C:10](=[CH:11][CH:12]=[CH:13][C:14]=2[O:16][CH2:17][C:18]2[CH:19]=[CH:20][C:21]([O:24][CH3:25])=[CH:22][CH:23]=2)[N:9]=[CH:8][N:7]=1. The yield is 0.870. (2) The product is [Br:8][C:6]1[N:7]=[C:2]2[N:20]([CH2:19][CH2:18][O:17][CH3:16])[C:11](=[O:13])[CH2:10][NH:9][C:3]2=[N:4][CH:5]=1. The reactants are Br[C:2]1[C:3]([NH:9][CH2:10][C:11]([O:13]CC)=O)=[N:4][CH:5]=[C:6]([Br:8])[N:7]=1.[CH3:16][O:17][CH2:18][CH2:19][NH2:20].C(N(C(C)C)CC)(C)C.C(OCC)(=O)C.O. The catalyst is CS(C)=O.C(O)(=O)C. The yield is 0.270. (3) The reactants are [Br:1][C:2]1[CH:3]=[C:4]([N:13]([CH:19]2[CH2:24][CH2:23][O:22][CH2:21][CH2:20]2)[CH2:14][C:15]([F:18])([F:17])[F:16])[C:5]([CH3:12])=[C:6]([CH:11]=1)[C:7]([O:9]C)=[O:8].[OH-].[Na+]. The catalyst is C1COCC1.CO. The product is [Br:1][C:2]1[CH:3]=[C:4]([N:13]([CH:19]2[CH2:24][CH2:23][O:22][CH2:21][CH2:20]2)[CH2:14][C:15]([F:16])([F:18])[F:17])[C:5]([CH3:12])=[C:6]([CH:11]=1)[C:7]([OH:9])=[O:8]. The yield is 0.900. (4) The reactants are [CH2:1]([N:8]=[C:9]=[S:10])[C:2]1[CH:7]=[CH:6][CH:5]=[CH:4][CH:3]=1.[CH3:11][C:12]1[N:17]=[C:16]([NH2:18])[CH:15]=[CH:14][CH:13]=1.CC(C)=[O:21]. No catalyst specified. The product is [C:1]([NH:8][C:9]([NH:18][C:16]1[CH:15]=[CH:14][CH:13]=[C:12]([CH3:11])[N:17]=1)=[S:10])(=[O:21])[C:2]1[CH:7]=[CH:6][CH:5]=[CH:4][CH:3]=1. The yield is 0.800. (5) The reactants are C(OC([N:11]1[CH2:15][C@@H:14]([C:16]2[CH:21]=[CH:20][CH:19]=[CH:18][CH:17]=2)[CH2:13][C@H:12]1[CH2:22][C:23](=[O:30])[CH2:24][C:25](OCC)=O)=O)C1C=CC=CC=1.C(OC(N1C[C@H](OC)C[C@H]1CC(=O)CC(OCC)=O)=O)C1C=CC=CC=1. No catalyst specified. The product is [C:16]1([C@@H:14]2[CH2:15][N:11]3[C@H:12]([CH2:22][C:23](=[O:30])[CH2:24][CH2:25]3)[CH2:13]2)[CH:21]=[CH:20][CH:19]=[CH:18][CH:17]=1. The yield is 0.270. (6) The reactants are Cl[C:2]1[C:11]2[C:6](=[CH:7][C:8]3[CH:15]=[CH:14][CH:13]=[CH:12][C:9]=3[CH:10]=2)[N:5]=[CH:4][C:3]=1[C:16]#[N:17].[Cl:18][C:19]1[C:25]([O:26][CH3:27])=[CH:24][C:22]([NH2:23])=[C:21]([CH3:28])[CH:20]=1.Cl.N1C=CC=CC=1. The catalyst is C(OCCO)C. The product is [Cl:18][C:19]1[C:25]([O:26][CH3:27])=[CH:24][C:22]([NH:23][C:2]2[C:11]3[C:6](=[CH:7][C:8]4[CH:15]=[CH:14][CH:13]=[CH:12][C:9]=4[CH:10]=3)[N:5]=[CH:4][C:3]=2[C:16]#[N:17])=[C:21]([CH3:28])[CH:20]=1. The yield is 0.722. (7) The reactants are [CH3:1][O:2][C:3]1[CH:25]=[CH:24][C:6]([CH2:7][N:8]2[C:13]3[N:14]=[CH:15][C:16]([CH:18]=C)=[CH:17][C:12]=3[C:11]3=[N:20][CH:21]=[N:22][N:10]3[C:9]2=[O:23])=[CH:5][CH:4]=1.I([O-])(=O)(=O)=[O:27].[Na+]. The catalyst is O1CCCC1.O.[Os](=O)(=O)(=O)=O.C(O)(C)(C)C. The product is [CH3:1][O:2][C:3]1[CH:4]=[CH:5][C:6]([CH2:7][N:8]2[C:13]3[N:14]=[CH:15][C:16]([CH:18]=[O:27])=[CH:17][C:12]=3[C:11]3=[N:20][CH:21]=[N:22][N:10]3[C:9]2=[O:23])=[CH:24][CH:25]=1. The yield is 0.990.